Dataset: Reaction yield outcomes from USPTO patents with 853,638 reactions. Task: Predict the reaction yield, written as a fraction of the theoretical maximum amount of product (1.0 means a 100% yield; for example, 0.34 means a 34% yield). (1) The reactants are [C:1]1(=[O:11])[NH:5][C:4](=[O:6])[C:3]2=[CH:7][CH:8]=[CH:9][CH:10]=[C:2]12.[K].Br[CH:14]([OH:16])[CH3:15].CN(C)C=O. No catalyst specified. The product is [C:1]1(=[O:11])[N:5]([CH2:15][CH2:14][OH:16])[C:4](=[O:6])[C:3]2=[CH:7][CH:8]=[CH:9][CH:10]=[C:2]12. The yield is 0.441. (2) The reactants are Cl.[Cl:2][C:3]1[C:8]([CH2:9][NH2:10])=[CH:7][CH:6]=[CH:5][N:4]=1.O1CCCC1.C(N(C(C)C)CC)(C)C.[Cl:25][C:26]1[C:27]([Cl:35])=[C:28]([N:32]=[C:33]=[S:34])[CH:29]=[CH:30][CH:31]=1. The catalyst is O. The product is [Cl:2][C:3]1[C:8]([CH2:9][NH:10][C:33]([NH:32][C:28]2[CH:29]=[CH:30][CH:31]=[C:26]([Cl:25])[C:27]=2[Cl:35])=[S:34])=[CH:7][CH:6]=[CH:5][N:4]=1. The yield is 0.470.